This data is from Reaction yield outcomes from USPTO patents with 853,638 reactions. The task is: Predict the reaction yield, written as a fraction of the theoretical maximum amount of product (1.0 means a 100% yield; for example, 0.34 means a 34% yield). (1) The reactants are [C:1]([OH:18])(=[O:17])[C:2]1[C:3](=[CH:7][C:8](=[C:12]([CH:16]=1)[C:13]([OH:15])=[O:14])[C:9]([OH:11])=[O:10])[C:4]([OH:6])=[O:5].[H][H]. The catalyst is [Rh].O. The product is [CH:8]1([C:9]([OH:11])=[O:10])[CH2:7][CH:3]([C:4]([OH:6])=[O:5])[CH:2]([C:1]([OH:18])=[O:17])[CH2:16][CH:12]1[C:13]([OH:15])=[O:14]. The yield is 0.850. (2) The reactants are CS(C)=O.C(Cl)(=O)C(Cl)=O.[CH:11]([C@@H:24]1[O:29][CH2:28][C@@H:27]([OH:30])[CH2:26][CH2:25]1)([C:18]1[CH:23]=[CH:22][CH:21]=[CH:20][CH:19]=1)[C:12]1[CH:17]=[CH:16][CH:15]=[CH:14][CH:13]=1.C(N(CC)CC)C. The catalyst is C(Cl)Cl. The yield is 0.910. The product is [CH:11]([CH:24]1[O:29][CH2:28][C:27](=[O:30])[CH2:26][CH2:25]1)([C:18]1[CH:23]=[CH:22][CH:21]=[CH:20][CH:19]=1)[C:12]1[CH:13]=[CH:14][CH:15]=[CH:16][CH:17]=1. (3) The reactants are [I:1][C:2]1[CH:3]=[C:4]2[C:8](=[CH:9][CH:10]=1)[NH:7][C:6](=[O:11])[C:5]2=O.[OH:13][C:14]1[CH:15]=[C:16]([CH:21]=[CH:22][CH:23]=1)[C:17]([NH:19][NH2:20])=[O:18]. The catalyst is C(O)(=O)C. The product is [OH:13][C:14]1[CH:15]=[C:16]([CH:21]=[CH:22][CH:23]=1)[C:17]([NH:19][N:20]=[C:5]1[C:4]2[C:8](=[CH:9][CH:10]=[C:2]([I:1])[CH:3]=2)[NH:7][C:6]1=[O:11])=[O:18]. The yield is 0.650. (4) The reactants are C[O:2][C:3]1[CH:4]=[C:5]2[C:10](=[CH:11][CH:12]=1)[N:9]=[C:8]([C:13]1[CH:22]=[CH:21][C:16]([C:17]([O:19]C)=[O:18])=[CH:15][CH:14]=1)[C:7]([CH3:23])=[CH:6]2.B(Br)(Br)Br.O. The catalyst is C(Cl)Cl. The product is [OH:2][C:3]1[CH:4]=[C:5]2[C:10](=[CH:11][CH:12]=1)[N:9]=[C:8]([C:13]1[CH:14]=[CH:15][C:16]([C:17]([OH:19])=[O:18])=[CH:21][CH:22]=1)[C:7]([CH3:23])=[CH:6]2. The yield is 0.280. (5) The catalyst is C(N(CC)CC)C. The product is [Cl:8][C:9]1[CH:14]=[C:13]([Cl:15])[CH:12]=[CH:11][C:10]=1[C:16](=[N:19][O:20][S:21]([C:24]1[CH:30]=[CH:29][C:27]([CH3:28])=[CH:26][CH:25]=1)(=[O:23])=[O:22])[C:17]#[N:18]. The yield is 0.770. The reactants are C1(C)C=CC=CC=1.[Cl:8][C:9]1[CH:14]=[C:13]([Cl:15])[CH:12]=[CH:11][C:10]=1[C:16](=[N:19][OH:20])[C:17]#[N:18].[S:21](Cl)([C:24]1[CH:30]=[CH:29][C:27]([CH3:28])=[CH:26][CH:25]=1)(=[O:23])=[O:22]. (6) The yield is 0.560. The product is [CH:1]([N:14]1[CH2:17][C:16]([CH2:19][CH3:20])([OH:18])[CH2:15]1)([C:8]1[CH:13]=[CH:12][CH:11]=[CH:10][CH:9]=1)[C:2]1[CH:3]=[CH:4][CH:5]=[CH:6][CH:7]=1. The catalyst is C(OCC)C. The reactants are [CH:1]([N:14]1[CH2:17][C:16](=[O:18])[CH2:15]1)([C:8]1[CH:13]=[CH:12][CH:11]=[CH:10][CH:9]=1)[C:2]1[CH:7]=[CH:6][CH:5]=[CH:4][CH:3]=1.[CH2:19]([Mg]Br)[CH3:20]. (7) The reactants are [CH3:1][O:2][C:3]1[CH:31]=[CH:30][C:6]([C:7]([NH:9][C:10]2[CH:15]=[CH:14][CH:13]=[CH:12][C:11]=2[N:16]2[C:24](=[O:25])[C:23]3[C:18](=[CH:19][CH:20]=[C:21]([N+:26]([O-])=O)[CH:22]=3)[C:17]2=[O:29])=[O:8])=[CH:5][CH:4]=1.C(O)C.[H][H]. The catalyst is [Pd].C(OCC)(=O)C. The product is [CH3:1][O:2][C:3]1[CH:4]=[CH:5][C:6]([C:7]([NH:9][C:10]2[CH:15]=[CH:14][CH:13]=[CH:12][C:11]=2[N:16]2[C:24](=[O:25])[C:23]3[C:18](=[CH:19][CH:20]=[C:21]([NH2:26])[CH:22]=3)[C:17]2=[O:29])=[O:8])=[CH:30][CH:31]=1. The yield is 0.580. (8) The yield is 0.990. The catalyst is CCOC(C)=O. The reactants are [CH2:1]([O:4][C:5]1[CH:11]=[CH:10][C:8]([NH2:9])=[CH:7][CH:6]=1)[CH2:2][CH3:3].[C:12](Cl)(Cl)=[O:13]. The product is [N:9]([C:8]1[CH:10]=[CH:11][C:5]([O:4][CH2:1][CH2:2][CH3:3])=[CH:6][CH:7]=1)=[C:12]=[O:13].